Predict the reaction yield, written as a fraction of the theoretical maximum amount of product (1.0 means a 100% yield; for example, 0.34 means a 34% yield). From a dataset of Reaction yield outcomes from USPTO patents with 853,638 reactions. (1) The reactants are [Br:1][C:2]1[C:3]([N+:15]([O-:17])=[O:16])=[C:4]2[C:9](=[C:10]([O:12]C)[CH:11]=1)[N:8]=[CH:7][NH:6][C:5]2=[O:14].BrC1C(C(F)(F)F)=C2C(=C(OC)C=1)N=CNC2=O.B(Br)(Br)Br. No catalyst specified. The product is [Br:1][C:2]1[C:3]([N+:15]([O-:17])=[O:16])=[C:4]2[C:9](=[C:10]([OH:12])[CH:11]=1)[N:8]=[CH:7][NH:6][C:5]2=[O:14]. The yield is 0.430. (2) The reactants are [Br:1][C:2]1[CH:3]=[C:4]2[C:9](=[CH:10][CH:11]=1)[N:8]=[CH:7][C:6]([C:12](=[O:15])[CH2:13][CH3:14])=[C:5]2Cl.[NH2:17][C:18]1[CH:19]=[CH:20][C:21]([N:24]2[CH2:29][CH2:28][CH2:27][C@H:26]([NH:30][C:31](=[O:37])[O:32][C:33]([CH3:36])([CH3:35])[CH3:34])[CH2:25]2)=[N:22][CH:23]=1. No catalyst specified. The product is [Br:1][C:2]1[CH:3]=[C:4]2[C:9](=[CH:10][CH:11]=1)[N:8]=[CH:7][C:6]([C:12](=[O:15])[CH2:13][CH3:14])=[C:5]2[NH:17][C:18]1[CH:19]=[CH:20][C:21]([N:24]2[CH2:29][CH2:28][CH2:27][C@H:26]([NH:30][C:31](=[O:37])[O:32][C:33]([CH3:35])([CH3:34])[CH3:36])[CH2:25]2)=[N:22][CH:23]=1. The yield is 0.300. (3) The reactants are [OH:1][CH2:2][CH2:3][O:4][C:5]1[C:10]([CH3:11])=[CH:9][C:8]([C:12]2[N:21]([C:22]3[CH:27]=[CH:26][C:25]([NH:28]C(=O)C)=[CH:24][CH:23]=3)[C:20](=[O:32])[C:19]3[C:14](=[CH:15][CH:16]=[CH:17][CH:18]=3)[N:13]=2)=[CH:7][C:6]=1[CH3:33]. The catalyst is Cl. The product is [NH2:28][C:25]1[CH:26]=[CH:27][C:22]([N:21]2[C:20](=[O:32])[C:19]3[C:14](=[CH:15][CH:16]=[CH:17][CH:18]=3)[N:13]=[C:12]2[C:8]2[CH:7]=[C:6]([CH3:33])[C:5]([O:4][CH2:3][CH2:2][OH:1])=[C:10]([CH3:11])[CH:9]=2)=[CH:23][CH:24]=1. The yield is 0.750. (4) The reactants are [F:1][C:2]([F:20])([F:19])[C:3]1[CH:4]=[C:5]([CH:16]=[CH:17][CH:18]=1)[CH2:6][O:7][C:8]1[N:13]=[CH:12][C:11]([CH2:14][OH:15])=[CH:10][CH:9]=1. The product is [F:19][C:2]([F:1])([F:20])[C:3]1[CH:4]=[C:5]([CH:16]=[CH:17][CH:18]=1)[CH2:6][O:7][C:8]1[CH:9]=[CH:10][C:11]([CH:14]=[O:15])=[CH:12][N:13]=1. The yield is 0.380. The catalyst is CCOC(C)=O. (5) The reactants are [NH2:1][C:2]1[N:7]=[C:6]([Cl:8])[C:5]([CH2:9][CH:10]([OH:13])CO)=[C:4]([Cl:14])[N:3]=1.C([O-])(=O)C.[Pb+2].C([O-])(=O)C. The catalyst is C1COCC1.CO.CCOC(C)=O. The product is [NH2:1][C:2]1[N:3]=[C:4]([Cl:14])[C:5]([CH2:9][CH:10]=[O:13])=[C:6]([Cl:8])[N:7]=1. The yield is 0.880.